From a dataset of Full USPTO retrosynthesis dataset with 1.9M reactions from patents (1976-2016). Predict the reactants needed to synthesize the given product. Given the product [NH2:34][C@@H:30]([CH2:29][CH2:28][O:27][C:21]1[CH:20]=[C:19]2[C:24]([C:15]([O:14][C:13]3[CH:41]=[CH:42][C:10]([NH:9][C:1](=[O:8])[C:2]4[CH:3]=[CH:4][CH:5]=[CH:6][CH:7]=4)=[CH:11][CH:12]=3)=[CH:16][CH:17]=[N:18]2)=[CH:23][C:22]=1[O:25][CH3:26])[C:31]([OH:33])=[O:32], predict the reactants needed to synthesize it. The reactants are: [C:1]([NH:9][C:10]1[CH:42]=[CH:41][C:13]([O:14][C:15]2[C:24]3[C:19](=[CH:20][C:21]([O:27][CH2:28][CH2:29][C@H:30]([NH:34]C(C(C)(C)C)=O)[C:31]([OH:33])=[O:32])=[C:22]([O:25][CH3:26])[CH:23]=3)[N:18]=[CH:17][CH:16]=2)=[CH:12][CH:11]=1)(=[O:8])[C:2]1[CH:7]=[CH:6][CH:5]=[CH:4][CH:3]=1.C(O)(C(F)(F)F)=O.